This data is from Full USPTO retrosynthesis dataset with 1.9M reactions from patents (1976-2016). The task is: Predict the reactants needed to synthesize the given product. (1) Given the product [C:1]([O:5][C:6]([N:7]1[CH:8]2[CH:13]1[CH2:12][CH2:11][O:10][CH2:9]2)=[O:15])([CH3:4])([CH3:3])[CH3:2], predict the reactants needed to synthesize it. The reactants are: [C:1]([O:5][C:6](=[O:15])[NH:7][C@H:8]1[C@H:13](Br)[CH2:12][CH2:11][O:10][CH2:9]1)([CH3:4])([CH3:3])[CH3:2].[H-].[Na+]. (2) Given the product [C:35]([O:34][C:32]([O:5][CH:4]([C:3]1[CH:6]=[C:7]([F:10])[CH:8]=[CH:9][C:2]=1[F:1])[C:20]1[N:19]([C:16]2[CH:17]=[CH:18][C:13]([O:12][CH3:11])=[CH:14][CH:15]=2)[C:23]2[CH:9]=[CH:2][CH:3]=[CH:4][C:22]=2[N:21]=1)=[O:33])([CH3:36])([CH3:37])[CH3:38], predict the reactants needed to synthesize it. The reactants are: [F:1][C:2]1[CH:9]=[CH:8][C:7]([F:10])=[CH:6][C:3]=1[CH:4]=[O:5].[CH3:11][O:12][C:13]1[CH:18]=[CH:17][C:16]([N:19]2[CH:23]=[CH:22][N:21]=[CH:20]2)=[CH:15][CH:14]=1.[C:32](O[C:32]([O:34][C:35]([CH3:38])([CH3:37])[CH3:36])=[O:33])([O:34][C:35]([CH3:38])([CH3:37])[CH3:36])=[O:33].